Dataset: NCI-60 drug combinations with 297,098 pairs across 59 cell lines. Task: Regression. Given two drug SMILES strings and cell line genomic features, predict the synergy score measuring deviation from expected non-interaction effect. Drug 1: C1=C(C(=O)NC(=O)N1)F. Drug 2: COCCOC1=C(C=C2C(=C1)C(=NC=N2)NC3=CC=CC(=C3)C#C)OCCOC.Cl. Cell line: MCF7. Synergy scores: CSS=33.2, Synergy_ZIP=4.28, Synergy_Bliss=7.46, Synergy_Loewe=7.37, Synergy_HSA=8.17.